This data is from Full USPTO retrosynthesis dataset with 1.9M reactions from patents (1976-2016). The task is: Predict the reactants needed to synthesize the given product. (1) Given the product [C:30]([N:18]1[CH2:19][CH2:20][CH:15]([NH:14][C:12](=[O:13])[C:11]2[CH:28]=[CH:29][C:8]([C:4]3[CH:5]=[CH:6][CH:7]=[C:2]([F:1])[CH:3]=3)=[N:9][CH:10]=2)[CH:16]([C:21]2[CH:22]=[CH:23][C:24]([F:27])=[CH:25][CH:26]=2)[CH2:17]1)(=[O:32])[CH3:31], predict the reactants needed to synthesize it. The reactants are: [F:1][C:2]1[CH:3]=[C:4]([C:8]2[CH:29]=[CH:28][C:11]([C:12]([NH:14][CH:15]3[CH2:20][CH2:19][NH:18][CH2:17][CH:16]3[C:21]3[CH:26]=[CH:25][C:24]([F:27])=[CH:23][CH:22]=3)=[O:13])=[CH:10][N:9]=2)[CH:5]=[CH:6][CH:7]=1.[C:30](OC(=O)C)(=[O:32])[CH3:31]. (2) Given the product [S:11]1[CH:15]=[CH:14][CH:13]=[C:12]1[C:16]1[CH:23]=[CH:22][C:19]([CH2:20][N:10]([CH2:20][C:19]2[CH:18]=[CH:17][C:16]([C:12]3[S:11][CH:15]=[CH:14][CH:13]=3)=[CH:23][CH:22]=2)[C:8]2[CH:7]=[CH:6][C:5]3[NH:1][CH:2]=[N:3][C:4]=3[CH:9]=2)=[CH:18][CH:17]=1, predict the reactants needed to synthesize it. The reactants are: [N:1]1[C:5]2[CH:6]=[CH:7][C:8]([NH2:10])=[CH:9][C:4]=2[NH:3][CH:2]=1.[S:11]1[CH:15]=[CH:14][CH:13]=[C:12]1[C:16]1[CH:23]=[CH:22][C:19]([CH2:20]Br)=[CH:18][CH:17]=1.C([O-])([O-])=O.[K+].[K+]. (3) Given the product [CH2:1]([NH:5][C:6]([CH:8]1[CH2:13][CH2:12][N:11]([C:14]2[C:23]3[C:18](=[CH:19][N:20]=[CH:21][CH:22]=3)[C:17]([CH3:54])=[C:16]([C:25]3[CH:30]=[CH:29][N:28]=[C:27]([NH:53][CH:47]4[CH2:52][CH2:51][CH2:50][CH2:49][CH2:48]4)[CH:26]=3)[N:15]=2)[CH2:10][CH2:9]1)=[O:7])[CH:2]([CH3:4])[CH3:3], predict the reactants needed to synthesize it. The reactants are: [CH2:1]([NH:5][C:6]([CH:8]1[CH2:13][CH2:12][N:11]([C:14]2[C:23]3[C:18](=[CH:19][N:20]=[CH:21][CH:22]=3)[C:17](Br)=[C:16]([C:25]3[CH:30]=[CH:29][N:28]=[C:27](Cl)[CH:26]=3)[N:15]=2)[CH2:10][CH2:9]1)=[O:7])[CH:2]([CH3:4])[CH3:3].C([O-])([O-])=O.[K+].[K+].CB1OB(C)OB(C)O1.[CH:47]1([NH2:53])[CH2:52][CH2:51][CH2:50][CH2:49][CH2:48]1.[CH3:54]C([O-])(C)C.[Na+]. (4) The reactants are: Cl.[CH2:2]([O:4][C:5]([CH:7]1[CH2:12][CH2:11][N:10](CC2C=CC=CC=2)[CH2:9][C:8]1=[O:20])=[O:6])[CH3:3].[C:32]([O:31][C:29](O[C:29]([O:31][C:32]([CH3:35])([CH3:34])[CH3:33])=[O:30])=[O:30])([CH3:35])([CH3:34])[CH3:33].C(N(CC)CC)C.[H][H]. Given the product [CH2:2]([O:4][C:5]([CH:7]1[CH2:12][CH2:11][N:10]([C:29]([O:31][C:32]([CH3:33])([CH3:34])[CH3:35])=[O:30])[CH2:9][C:8]1=[O:20])=[O:6])[CH3:3], predict the reactants needed to synthesize it.